Dataset: Experimentally validated miRNA-target interactions with 360,000+ pairs, plus equal number of negative samples. Task: Binary Classification. Given a miRNA mature sequence and a target amino acid sequence, predict their likelihood of interaction. (1) The protein sequence of the target gene is MSRRKQAKPQHINWEEGQGEQPQQLPSPDLAEALAAEEPGAPVNSPGNCDEASEDSIPVKRPRREDTHICNKCCAEFFSLSEFMEHKKSCTKTPPVLIMNDSEGPVPSEDFSRAALSHQLGSPSNKDSLQENGSSSGDLKKLGTDSILYLKTEATQPSTPQDISYLPKGKVANTNVTLQALRGTKVAVNQRGAEAPMAPMPAAQGIPWVLEQILCLQQQQLQQIQLTEQIRVQVNMWAAHALHSGVAGADTLKALSSHVSQQVSVSQQVSAAVALLSQKASNPALSLDALKQAKLPHASV.... The miRNA is hsa-miR-6500-3p with sequence ACACUUGUUGGGAUGACCUGC. Result: 0 (no interaction). (2) Result: 1 (interaction). The protein sequence of the target gene is MSSESEKDKERLIQAAKMFFFHVQDLASVINTLTELFSRSMNTQILLMAVKNNSYIKDFFEQMLKIFKEMQSVVDARHDKIQKESLCSKVAMAMCSVVQKSTNVEELHQSAKEVFKSAHTPVIISVLNSSNILGSLESSLSHLMKFPIMNLQLSDFYTEDTKEQSDVTTSERTRSPPGSSKTTMIDTLKKLQDVLKTEDSKNPTKSAADLLEQIVKAMGPILEILQKAIKTMEMNISVFKKASDK. The miRNA is hsa-miR-223-5p with sequence CGUGUAUUUGACAAGCUGAGUU. (3) The miRNA is hsa-miR-6069 with sequence GGGCUAGGGCCUGCUGCCCCC. The protein sequence of the target gene is MEVLAEPRWPPGLAVMKTIDDLLRCGICFEYFNIAVIIPQCSHNYCSLCIRKFLSYKTQCPTCCVAVTEPDLRNNRLLDELVKSMNFARTHLLQFALESPPISPVSSTSKKVVVKVHNADAAQHPVKQANRLMDKFLIRETGDCVFELLGKENERKFSPQKELSTSAEIKETSLLGKPVLGLSDANGPVTPSTSTMKLDTKVSCPVCGVSIPENHINKHLDSCLSREEKKESLRSSAHKRKPLPKTVYNLLSDRDLKKKLKQYGLSVQGNKQQLIKRHQEFVHMYNAQCDALHPKSAAEI.... Result: 0 (no interaction).